This data is from Reaction yield outcomes from USPTO patents with 853,638 reactions. The task is: Predict the reaction yield, written as a fraction of the theoretical maximum amount of product (1.0 means a 100% yield; for example, 0.34 means a 34% yield). (1) The product is [CH3:15][O:16][C:17]1[CH:22]=[C:21]([C:2]2[S:6][C:5]([C:7]3[CH:8]=[CH:9][C:10]([O:34][CH3:32])=[CH:11][CH:12]=3)=[N:4][CH:3]=2)[CH:20]=[CH:19][CH:18]=1. The reactants are Br[C:2]1[S:6][C:5]([C:7]2[CH:12]=[CH:11][CH:10]=[C:9](OC)[CH:8]=2)=[N:4][CH:3]=1.[CH3:15][O:16][C:17]1[CH:22]=[CH:21][C:20](B(O)O)=[CH:19][CH:18]=1.CCCCCC.[C:32](OCC)(=[O:34])C. The yield is 0.500. No catalyst specified. (2) The reactants are [F:1][C:2]1[CH:3]=[C:4]([C:8]2[C:17]3[O:16][CH:15]([CH3:18])[CH2:14][N:13](C(OC(C)(C)C)=O)[CH2:12][C:11]=3[S:10][CH:9]=2)[CH:5]=[CH:6][CH:7]=1. The catalyst is C(OCC)(=O)C.Cl. The product is [F:1][C:2]1[CH:3]=[C:4]([C:8]2[C:17]3[O:16][CH:15]([CH3:18])[CH2:14][NH:13][CH2:12][C:11]=3[S:10][CH:9]=2)[CH:5]=[CH:6][CH:7]=1. The yield is 0.920. (3) The reactants are [NH2:1][C:2]1[CH:12]=[CH:11][C:5]([C:6]([O:8][CH2:9][CH3:10])=[O:7])=[CH:4][N:3]=1.[C:13](O[C:13]([O:15][C:16]([CH3:19])([CH3:18])[CH3:17])=[O:14])([O:15][C:16]([CH3:19])([CH3:18])[CH3:17])=[O:14]. The catalyst is CC(O)(C)C.CC(C)=O.CN(C1C=CN=CC=1)C. The product is [C:16]([O:15][C:13]([NH:1][C:2]1[CH:12]=[CH:11][C:5]([C:6]([O:8][CH2:9][CH3:10])=[O:7])=[CH:4][N:3]=1)=[O:14])([CH3:19])([CH3:18])[CH3:17]. The yield is 0.680. (4) The reactants are C([O:3][C:4](=[O:18])[C:5]([CH3:17])([S:7]([CH2:10][CH2:11][CH2:12][C:13](F)(F)F)(=[O:9])=[O:8])[CH3:6])C.[CH3:19][Si](C)(C)[O-].[K+].Cl. The catalyst is C1COCC1. The product is [CH3:17][C:5]([S:7]([CH2:10][CH2:11][CH:12]([CH3:13])[CH3:19])(=[O:8])=[O:9])([CH3:6])[C:4]([OH:3])=[O:18]. The yield is 0.930. (5) The reactants are [F:1][C:2]1[CH:7]=[CH:6][C:5]([N:8]2[C:12]([C:13]3[CH:23]=[CH:22][C:16]4[O:17][CH2:18][C:19](=[O:21])[NH:20][C:15]=4[CH:14]=3)=[CH:11][C:10]([C:24](OCC)=[O:25])=[N:9]2)=[CH:4][CH:3]=1.[H-].C([Al+]CC(C)C)C(C)C. The catalyst is C(Cl)Cl. The product is [F:1][C:2]1[CH:7]=[CH:6][C:5]([N:8]2[C:12]([C:13]3[CH:23]=[CH:22][C:16]4[O:17][CH2:18][C:19](=[O:21])[NH:20][C:15]=4[CH:14]=3)=[CH:11][C:10]([CH:24]=[O:25])=[N:9]2)=[CH:4][CH:3]=1. The yield is 0.680. (6) The catalyst is C1COCC1.O.O.O.O.O.O.[Ni](Cl)Cl. The yield is 0.517. The reactants are [C:1]1(B(O)O)[CH:6]=[CH:5][CH:4]=[CH:3][CH:2]=1.Cl.N[C@@H]1CCCC[C@H]1O.C[Si]([N-][Si](C)(C)C)(C)C.[Na+].I[CH:30]1[C:35](OC)([O:36]C)[CH2:34][CH2:33][O:32][CH2:31]1. The product is [C:1]1([CH:30]2[C:35](=[O:36])[CH2:34][CH2:33][O:32][CH2:31]2)[CH:6]=[CH:5][CH:4]=[CH:3][CH:2]=1. (7) No catalyst specified. The reactants are [Cl:1][C:2]1[C:3](Cl)=[N:4][CH:5]=[C:6]([CH:10]=1)[C:7]([OH:9])=[O:8].[F:12][CH:13]([F:16])[CH2:14][OH:15]. The yield is 0.830. The product is [Cl:1][C:2]1[C:3]([O:15][CH2:14][CH:13]([F:16])[F:12])=[N:4][CH:5]=[C:6]([CH:10]=1)[C:7]([OH:9])=[O:8]. (8) The reactants are [Cl:1][C:2]1[C:3]([OH:13])=[CH:4][CH:5]=[C:6]2[C:11]=1[C:10](=[O:12])[NH:9][CH2:8][CH2:7]2.C1C=CC(N([S:21]([C:24]([F:27])([F:26])[F:25])(=[O:23])=[O:22])[S:21]([C:24]([F:27])([F:26])[F:25])(=[O:23])=[O:22])=CC=1.CCN(CC)CC. The catalyst is C(Cl)Cl. The product is [F:25][C:24]([F:27])([F:26])[S:21]([O:13][C:3]1[C:2]([Cl:1])=[C:11]2[C:6]([CH2:7][CH2:8][NH:9][C:10]2=[O:12])=[CH:5][CH:4]=1)(=[O:23])=[O:22]. The yield is 0.890.